Dataset: Forward reaction prediction with 1.9M reactions from USPTO patents (1976-2016). Task: Predict the product of the given reaction. (1) Given the reactants [Br:1][C:2]1[CH:10]=[C:9]2[C:5]([CH2:6][CH2:7][CH:8]2[NH2:11])=[CH:4][CH:3]=1.[CH3:12][C:13]([O:16][C:17](O[C:17]([O:16][C:13]([CH3:15])([CH3:14])[CH3:12])=[O:18])=[O:18])([CH3:15])[CH3:14], predict the reaction product. The product is: [Br:1][C:2]1[CH:10]=[C:9]2[C:5]([CH2:6][CH2:7][CH:8]2[NH:11][C:17](=[O:18])[O:16][C:13]([CH3:15])([CH3:14])[CH3:12])=[CH:4][CH:3]=1. (2) Given the reactants [F:1][C:2]([F:36])([F:35])[C:3]1[CH:4]=[C:5]([CH:28]=[C:29]([C:31]([F:34])([F:33])[F:32])[CH:30]=1)[CH2:6][NH:7][CH2:8][C:9]1[CH:10]=[N:11][C:12]2[C:17]([C:18]=1[N:19]([CH2:24][CH:25]1[CH2:27][CH2:26]1)[CH2:20][CH:21]1[CH2:23][CH2:22]1)=[CH:16][CH:15]=[CH:14][CH:13]=2.C(=O)([O-])O.[Na+].[N:42]#[C:43]Br, predict the reaction product. The product is: [CH:21]1([CH2:20][N:19]([CH2:24][CH:25]2[CH2:26][CH2:27]2)[C:18]2[C:17]3[C:12](=[CH:13][CH:14]=[CH:15][CH:16]=3)[N:11]=[CH:10][C:9]=2[CH2:8][N:7]([CH2:6][C:5]2[CH:28]=[C:29]([C:31]([F:34])([F:33])[F:32])[CH:30]=[C:3]([C:2]([F:35])([F:1])[F:36])[CH:4]=2)[C:43]#[N:42])[CH2:23][CH2:22]1. (3) Given the reactants [NH2:1][C:2]1[CH:7]=[C:6]([CH2:8][CH3:9])[N:5]=[C:4]([CH2:10][CH3:11])[C:3]=1[CH:12]=O.C1([PH2]([C:27]2[CH:32]=CC=CC=2)C2C=CC=CC=2)C=CC=CC=1.C[O-:34].[Na+], predict the reaction product. The product is: [CH2:10]([C:4]1[N:5]=[C:6]([CH2:8][CH3:9])[CH:7]=[C:2]2[C:3]=1[CH:12]=[CH:27][C:32](=[O:34])[NH:1]2)[CH3:11]. (4) The product is: [CH3:22][C:20]1[O:21][C:17]([CH:16]=[C:10]2[CH2:9][CH2:8][C:7]3[CH:6]=[C:5]([C:3]([O:2][CH3:1])=[O:4])[CH:14]=[CH:13][C:12]=3[C:11]2=[O:15])=[CH:18][CH:19]=1. Given the reactants [CH3:1][O:2][C:3]([C:5]1[CH:14]=[CH:13][C:12]2[C:11](=[O:15])[CH2:10][CH2:9][CH2:8][C:7]=2[CH:6]=1)=[O:4].[CH3:16][C:17]1[O:21][C:20]([CH:22]=O)=[CH:19][CH:18]=1, predict the reaction product. (5) The product is: [F:1][C:2]1[CH:7]=[CH:6][C:5]([N:8]2[C:13](=[O:14])[C:12]([O:15][CH2:16][CH2:17][C:18]([OH:21])([CH3:20])[CH3:19])=[C:11]([C:22]3[CH:27]=[CH:26][C:25]([S:28]([NH2:32])(=[O:30])=[O:29])=[CH:24][CH:23]=3)[CH:10]=[N:9]2)=[CH:4][CH:3]=1. Given the reactants [F:1][C:2]1[CH:7]=[CH:6][C:5]([N:8]2[C:13](=[O:14])[C:12]([O:15][CH2:16][CH2:17][C:18]([OH:21])([CH3:20])[CH3:19])=[C:11]([C:22]3[CH:27]=[CH:26][C:25]([S:28](C)(=[O:30])=[O:29])=[CH:24][CH:23]=3)[CH:10]=[N:9]2)=[CH:4][CH:3]=1.[NH3:32], predict the reaction product. (6) The product is: [OH:25][CH2:24][CH2:23][CH2:22][CH2:21][O:7][C:6](=[O:8])[C:5]1[CH:9]=[CH:10][C:2]([C:1]([O:12][CH2:16][CH2:15][CH2:14][CH2:13][OH:18])=[O:11])=[CH:3][CH:4]=1. Given the reactants [C:1]([OH:12])(=[O:11])[C:2]1[CH:10]=[CH:9][C:5]([C:6]([OH:8])=[O:7])=[CH:4][CH:3]=1.[CH2:13]([OH:18])[CH2:14][CH2:15][CH2:16]O.[C:24](OC)(=[O:25])[C:23]1[CH:22]=[CH:21][C:23]([C:24](OC)=[O:25])=[CH:22][CH:21]=1, predict the reaction product. (7) Given the reactants [C:1]([O:5][C:6]([N:8]1[CH2:13][CH2:12][NH:11][CH2:10][CH2:9]1)=[O:7])([CH3:4])([CH3:3])[CH3:2].N1C=CC=CC=1.[O:20](C(C(F)(F)F)=O)[C:21]([C:23]([F:26])([F:25])[F:24])=O.Cl, predict the reaction product. The product is: [C:1]([O:5][C:6]([N:8]1[CH2:13][CH2:12][N:11]([C:21](=[O:20])[C:23]([F:26])([F:25])[F:24])[CH2:10][CH2:9]1)=[O:7])([CH3:4])([CH3:2])[CH3:3]. (8) Given the reactants C(O[C:6](=[O:21])[NH:7][C:8]1[CH:13]=[CH:12][C:11]([C:14]2[CH:19]=[CH:18][C:17]([Br:20])=[CH:16][CH:15]=2)=[CH:10][CH:9]=1)(C)(C)C.Cl.[N:23]1([C:31]([O:33][C:34]([CH3:37])([CH3:36])[CH3:35])=[O:32])[CH2:30][CH2:29][CH2:28][C@H:24]1C(O)=O.CN(C(ON1N=NC2C=CC=NC1=2)=[N+](C)C)C.F[P-](F)(F)(F)(F)F.CCN(C(C)C)C(C)C, predict the reaction product. The product is: [C:34]([O:33][C:31]([N:23]1[CH2:30][CH2:29][CH2:28][CH:24]1[C:6](=[O:21])[NH:7][C:8]1[CH:9]=[CH:10][C:11]([C:14]2[CH:15]=[CH:16][C:17]([Br:20])=[CH:18][CH:19]=2)=[CH:12][CH:13]=1)=[O:32])([CH3:37])([CH3:35])[CH3:36]. (9) Given the reactants [Cl:1][C:2]1[CH:3]=[CH:4][C:5]([CH2:15][OH:16])=[C:6]([NH:8][C:9](=[O:14])[C:10]([CH3:13])([CH3:12])[CH3:11])[CH:7]=1.CC(OI1(OC(C)=O)(OC(C)=O)OC(=O)C2C=CC=CC1=2)=O.S([O-])([O-])(=O)=S.[Na+].[Na+].[O-]S([O-])=O.[Na+].[Na+], predict the reaction product. The product is: [Cl:1][C:2]1[CH:3]=[CH:4][C:5]([CH:15]=[O:16])=[C:6]([NH:8][C:9](=[O:14])[C:10]([CH3:11])([CH3:12])[CH3:13])[CH:7]=1.